From a dataset of Peptide-MHC class II binding affinity with 134,281 pairs from IEDB. Regression. Given a peptide amino acid sequence and an MHC pseudo amino acid sequence, predict their binding affinity value. This is MHC class II binding data. (1) The peptide sequence is SHLIKIPLLIGYGNK. The MHC is DRB1_0301 with pseudo-sequence DRB1_0301. The binding affinity (normalized) is 0.119. (2) The peptide sequence is EKKYFAATVFEPLAA. The MHC is DRB1_0101 with pseudo-sequence DRB1_0101. The binding affinity (normalized) is 0.589. (3) The peptide sequence is QFHPPHIEIQMLKNG. The MHC is H-2-IEd with pseudo-sequence H-2-IEd. The binding affinity (normalized) is 0. (4) The peptide sequence is TPEKEEPTAAPAEPE. The MHC is HLA-DPA10301-DPB10402 with pseudo-sequence HLA-DPA10301-DPB10402. The binding affinity (normalized) is 0.